This data is from Drug-target binding data from BindingDB using Ki measurements. The task is: Regression. Given a target protein amino acid sequence and a drug SMILES string, predict the binding affinity score between them. We predict pKi (pKi = -log10(Ki in M); higher means stronger inhibition). Dataset: bindingdb_ki. (1) The pKi is 5.8. The target is MLLARMKPQVQPELGGADQ. The compound is CC(NC(C)(C)C)C(=O)c1cccc(Cl)c1. (2) The compound is COc1cc2nc(N3CCN(C(=O)c4ccco4)CC3)nc(N)c2cc1OC. The target protein (P19328) has sequence MSGPTMDHQEPYSVQATAAIASAITFLILFTIFGNALVILAVLTSRSLRAPQNLFLVSLAAADILVATLIIPFSLANELLGYWYFWRAWCEVYLALDVLFCTSSIVHLCAISLDRYWAVSRALEYNSKRTPRRIKCIILTVWLIAAVISLPPLIYKGDQRPEPRGLPQCELNQEAWYILASSIGSFFAPCLIMILVYLRIYVIAKRSHCRGLGAKRGSGEGESKKPQPVAGGVPTSAKVPTLVSPLSSVGEANGHPKPPREKEEGETPEDPEARALPPTWSALPRSGQGQKKGTSGATAEEGDEEDEEEVEECEPQTLPASPASVCNPPLQQPQTSRVLATLRGQVLLGKNVGVASGQWWRRRTQLSREKRFTFVLAVVIGVFVVCWFPFFFSYSLGAICPQHCKVPHGLFQFFFWIGYCNSSLNPVIYTVFNQDFRRAFRRILCRPWTQTGW. The pKi is 7.9. (3) The compound is CCCN(CCC)S(=O)(=O)c1ccc(C(=O)O)cc1. The target protein (Q9HAW7) has sequence MARAGWTGLLPLYVCLLLTCGFAKAGKLLVVPMDGSHWFTMQSVVEKLILRGHEVVVVMPEVSWQLGRSLNCTVKTYSTSYTLEDQDREFMVFADARWTAPLRSAFSLLTSSSNGIFDLFFSNCRSLFNDRKLVEYLKESCFDAVFLDPFDACGLIVAKYFSLPSVVFARGIFCHYLEEGAQCPAPLSYVPRLLLGFSDAMTFKERVWNHIMHLEEHLFCPYFFKNVLEIASEILQTPVTAYDLYSHTSIWLLRTDFVLEYPKPVMPNMIFIGGINCHQGKPVPMEFEAYINASGEHGIVVFSLGSMVSEIPEKKAMAIADALGKIPQTVLWRYTGTRPSNLANNTILVKWLPQNDLLGHPMTRAFITHAGSHGVYESICNGVPMVMMPLFGDQMDNAKRMETKGAGVTLNVLEMTSEDLENALKAVINDKSYKENIMRLSSLHKDRPVEPLDLAVFWVEFVMRHKGAPHLRPAAHDLTWYQYHSLDVIGFLLAVVLTVA.... The pKi is 4.0. (4) The small molecule is CC(C)N(C(C)C)P(=S)(N(C(C)C)C(C)C)[C@]1([Si](C)(C)C)O[C@H]1c1cccnc1. The target protein (P00730) has sequence MQGLLILSVLLGAALGKEDFVGHQVLRITAADEAEVQTVKELEDLEHLQLDFWRGPGQPGSPIDVRVPFPSLQAVKVFLEAHGIRYRIMIEDVQSLLDEEQEQMFASQSRARSTNTFNYATYHTLDEIYDFMDLLVAEHPQLVSKLQIGRSYEGRPIYVLKFSTGGSNRPAIWIDLGIHSREWITQATGVWFAKKFTEDYGQDPSFTAILDSMDIFLEIVTNPDGFAFTHSQNRLWRKTRSVTSSSLCVGVDANRNWDAGFGKAGASSSPCSETYHGKYANSEVEVKSIVDFVKDHGNFKAFLSIHSYSQLLLYPYGYTTQSIPDKTELNQVAKSAVEALKSLYGTSYKYGSIITTIYQASGGSIDWSYNQGIKYSFTFELRDTGRYGFLLPASQIIPTAQETWLGVLTIMEHTLNNLY. The pKi is 4.6. (5) The compound is CCc1ccc(C(=O)NCCCCC(NC(=O)C(Cc2ccc(C(F)(F)P(=O)(O)O)cc2)NC(=O)C(Cc2ccccc2)NC(=O)COC2CC(C)CCC2C(C)C)C(N)=O)cc1. The target protein (Q15257) has sequence MAEGERQPPPDSSEEAPPATQNFIIPKKEIHTVPDMGKWKRSQAYADYIGFILTLNEGVKGKKLTFEYRVSEMWNEVHEEKEQAAKQSVSCDECIPLPRAGHCAPSEAIEKLVALLNTLDRWIDETPPVDQPSRFGNKAYRTWYAKLDEEAENLVATVVPTHLAAAVPEVAVYLKESVGNSTRIDYGTGHEAAFAAFLCCLCKIGVLRVDDQIAIVFKVFNRYLEVMRKLQKTYRMEPAGSQGVWGLDDFQFLPFIWGSSQLIDHPYLEPRHFVDEKAVNENHKDYMFLECILFITEMKTGPFAEHSNQLWNISAVPSWSKVNQGLIRMYKAECLEKFPVIQHFKFGSLLPIHPVTSG. The pKi is 6.0. (6) The target protein (P00743) has sequence MAGLLHLVLLSTALGGLLRPAGSVFLPRDQAHRVLQRARRANSFLEEVKQGNLERECLEEACSLEEAREVFEDAEQTDEFWSKYKDGDQCEGHPCLNQGHCKDGIGDYTCTCAEGFEGKNCEFSTREICSLDNGGCDQFCREERSEVRCSCAHGYVLGDDSKSCVSTERFPCGKFTQGRSRRWAIHTSEDALDASELEHYDPADLSPTESSLDLLGLNRTEPSAGEDGSQVVRIVGGRDCAEGECPWQALLVNEENEGFCGGTILNEFYVLTAAHCLHQAKRFTVRVGDRNTEQEEGNEMAHEVEMTVKHSRFVKETYDFDIAVLRLKTPIRFRRNVAPACLPEKDWAEATLMTQKTGIVSGFGRTHEKGRLSSTLKMLEVPYVDRSTCKLSSSFTITPNMFCAGYDTQPEDACQGDSGGPHVTRFKDTYFVTGIVSWGEGCARKGKFGVYTKVSNFLKWIDKIMKARAGAAGSRGHSEAPATWTVPPPLPL. The compound is CC(C)c1cc(C(C)C)c(S(=O)(=O)NC(Cc2cccc(C(=N)N)c2)C(=O)N2CCN(C(=O)CN=C(N)N)CC2)c(C(C)C)c1. The pKi is 5.0. (7) The compound is NC(=O)c1cccc(OCC(=O)O)c1. The target protein (P00898) has sequence MQTPKPTLELLTCDAAYRENPTALFHQVCGDRPATLLLESADIDSKDDLKSLLLVDSALRITALGDTVTIQALSDNGASLLPLLDTALPAGVENDVLPAGRVLRFPPVSPLLDEDARLCSLSVFDAFRLLQGVVNIPTQEREAMFFGGLFAYDLVAGFEALPHLEAGNNCPDYCFYLAETLMVIDHQKKSTRIQASLFTASDREKQRLNARLAYLSQQLTQPAPPLPVTPVPDMRCECNQSDDAFGAVVRQLQKAIRAGEIFQVVPSRRFSLPCPSPLAAYYVLKKSNPSPYMFFMQDNDFTLFGASPESSLKYDAASRQIEIYPIAGTRPRGRRADGTLDRDLDSRIELDMRTDHKELSEHLMLVDLARNDLARICTPGSRYVADLTKVDRYSYVMHLVSRVVGELRHDLDALHAYRACMNMGTLSGAPKVRAMQLIADAEGQRRGSYGGAVGYFTAHGDLDTCIVIRSALVENGIATVQAGAGIVLDSVPQSEADETR.... The pKi is 3.1. (8) The target protein sequence is WKHQFAWPFQQPVDAVKLNLPDYYKIIKTPMDMGTIKKRLENNYYWNAQECIQDFNTMFTNCYIYNKPGDDIV. The drug is COc1cc2c(cc1-c1c(C)noc1C)[nH]c1nc(C)nc(-c3ccc(C(=O)NC4CCN(C5COC5)CC4)c4ccccc34)c12. The pKi is 7.8.